This data is from Retrosynthesis with 50K atom-mapped reactions and 10 reaction types from USPTO. The task is: Predict the reactants needed to synthesize the given product. (1) Given the product CC(C)(C)OC(=O)NC1(c2ccc(-n3c(-c4cccnc4N)nc4ccc(-c5cccc(N6CCO[C@H](CO)C6)c5)nc43)cc2)CCC1, predict the reactants needed to synthesize it. The reactants are: CC(C)(C)OC(=O)NC1(c2ccc(-n3c(-c4cccnc4N)nc4ccc(-c5cccc(N6CCO[C@H](COCc7ccccc7)C6)c5)nc43)cc2)CCC1. (2) Given the product OCc1cc(Br)cc(OC(F)(F)F)c1, predict the reactants needed to synthesize it. The reactants are: O=C(O)c1cc(Br)cc(OC(F)(F)F)c1. (3) Given the product COc1ccc(N2CCN(c3c(C)c(C)c4c(c3C)C(CO)C(C)(C)O4)CC2)cc1, predict the reactants needed to synthesize it. The reactants are: C=C1c2c(C)c(N3CCN(c4ccc(OC)cc4)CC3)c(C)c(C)c2OC1(C)C.OO. (4) Given the product COCCCOc1cc(CNC2CC2)cc(OC)c1, predict the reactants needed to synthesize it. The reactants are: COCCCOc1cc(OC)cc(C(=O)NC2CC2)c1. (5) Given the product CCc1c(C(=O)O)cnn1-c1ccccc1, predict the reactants needed to synthesize it. The reactants are: CCc1c(C(=O)OC)cnn1-c1ccccc1.